From a dataset of NCI-60 drug combinations with 297,098 pairs across 59 cell lines. Regression. Given two drug SMILES strings and cell line genomic features, predict the synergy score measuring deviation from expected non-interaction effect. (1) Synergy scores: CSS=47.3, Synergy_ZIP=-3.20, Synergy_Bliss=-1.26, Synergy_Loewe=-29.0, Synergy_HSA=0.282. Drug 1: COC1=CC(=CC(=C1O)OC)C2C3C(COC3=O)C(C4=CC5=C(C=C24)OCO5)OC6C(C(C7C(O6)COC(O7)C8=CC=CS8)O)O. Cell line: SNB-19. Drug 2: CN1C2=C(C=C(C=C2)N(CCCl)CCCl)N=C1CCCC(=O)O.Cl. (2) Drug 1: CC1=C(C=C(C=C1)NC(=O)C2=CC=C(C=C2)CN3CCN(CC3)C)NC4=NC=CC(=N4)C5=CN=CC=C5. Drug 2: C(CN)CNCCSP(=O)(O)O. Cell line: MDA-MB-435. Synergy scores: CSS=-0.363, Synergy_ZIP=-0.947, Synergy_Bliss=-5.65, Synergy_Loewe=-6.41, Synergy_HSA=-7.71. (3) Drug 1: C1=NC2=C(N1)C(=S)N=CN2. Drug 2: CCCCCOC(=O)NC1=NC(=O)N(C=C1F)C2C(C(C(O2)C)O)O. Cell line: 786-0. Synergy scores: CSS=12.7, Synergy_ZIP=-3.93, Synergy_Bliss=2.91, Synergy_Loewe=1.78, Synergy_HSA=3.33. (4) Drug 1: CC(C1=C(C=CC(=C1Cl)F)Cl)OC2=C(N=CC(=C2)C3=CN(N=C3)C4CCNCC4)N. Drug 2: C1=NNC2=C1C(=O)NC=N2. Cell line: OVCAR-4. Synergy scores: CSS=9.17, Synergy_ZIP=-1.85, Synergy_Bliss=0.370, Synergy_Loewe=-0.0706, Synergy_HSA=-0.407.